From a dataset of Reaction yield outcomes from USPTO patents with 853,638 reactions. Predict the reaction yield, written as a fraction of the theoretical maximum amount of product (1.0 means a 100% yield; for example, 0.34 means a 34% yield). The reactants are [I:1][C:2]1[CH:7]=[CH:6][C:5]([OH:8])=[CH:4][CH:3]=1.N12CCN(CC1)CC2.[CH3:17][N:18]([CH3:22])[C:19](Cl)=[S:20].O. The catalyst is CN(C=O)C. The product is [CH3:17][N:18]([CH3:22])[C:19](=[S:20])[O:8][C:5]1[CH:6]=[CH:7][C:2]([I:1])=[CH:3][CH:4]=1. The yield is 0.960.